From a dataset of Reaction yield outcomes from USPTO patents with 853,638 reactions. Predict the reaction yield, written as a fraction of the theoretical maximum amount of product (1.0 means a 100% yield; for example, 0.34 means a 34% yield). (1) The reactants are [C:1]1([C:7]2[N:11]=[C:10]([N:12]3[CH2:17][CH2:16][NH:15][CH2:14][CH2:13]3)[S:9][N:8]=2)[CH:6]=[CH:5][CH:4]=[CH:3][CH:2]=1.C(N(CC)CC)C.[C:25]1([CH3:34])[CH:30]=[CH:29][C:28]([N:31]=[C:32]=[O:33])=[CH:27][CH:26]=1. The catalyst is O1CCCC1. The product is [CH3:34][C:25]1[CH:30]=[CH:29][C:28]([NH:31][C:32]([N:15]2[CH2:16][CH2:17][N:12]([C:10]3[S:9][N:8]=[C:7]([C:1]4[CH:2]=[CH:3][CH:4]=[CH:5][CH:6]=4)[N:11]=3)[CH2:13][CH2:14]2)=[O:33])=[CH:27][CH:26]=1. The yield is 0.968. (2) The reactants are [F:1][C:2]([F:42])([F:41])[C:3]1[CH:4]=[C:5]([C@H:13]([N:15]([CH3:40])[C:16]([N:18]2[CH2:31][CH2:30][C@:21]3([NH:25][C@@H:24]([C:26](OC)=[O:27])[CH2:23][CH2:22]3)[CH2:20][C@@H:19]2[C:32]2[CH:37]=[CH:36][C:35]([F:38])=[CH:34][C:33]=2[CH3:39])=[O:17])[CH3:14])[CH:6]=[C:7]([C:9]([F:12])([F:11])[F:10])[CH:8]=1.[BH4-].[Li+]. The catalyst is O1CCCC1. The product is [F:42][C:2]([F:1])([F:41])[C:3]1[CH:4]=[C:5]([C@H:13]([N:15]([CH3:40])[C:16]([N:18]2[CH2:31][CH2:30][C@:21]3([NH:25][C@@H:24]([CH2:26][OH:27])[CH2:23][CH2:22]3)[CH2:20][C@@H:19]2[C:32]2[CH:37]=[CH:36][C:35]([F:38])=[CH:34][C:33]=2[CH3:39])=[O:17])[CH3:14])[CH:6]=[C:7]([C:9]([F:12])([F:10])[F:11])[CH:8]=1. The yield is 0.479.